This data is from Catalyst prediction with 721,799 reactions and 888 catalyst types from USPTO. The task is: Predict which catalyst facilitates the given reaction. (1) Reactant: ClC(OCC(C)C)=O.[C:9]([O:13][C:14]([NH:16][C@@H:17]1[CH2:22][CH2:21][CH2:20][CH2:19][C@H:18]1[C:23]([OH:25])=O)=[O:15])([CH3:12])([CH3:11])[CH3:10].C[N:27]1CCOCC1. Product: [C:23]([C@@H:18]1[CH2:19][CH2:20][CH2:21][CH2:22][C@H:17]1[NH:16][C:14](=[O:15])[O:13][C:9]([CH3:12])([CH3:11])[CH3:10])(=[O:25])[NH2:27]. The catalyst class is: 216. (2) Product: [Cl:12][C:13]1[C:14]([F:21])=[C:15]([CH:18]=[CH:19][CH:20]=1)/[CH:16]=[C:6]1\[C:7](=[O:11])[NH:8][C:9]2[C:5]\1=[N:4][CH:3]=[C:2]([F:1])[CH:10]=2. Reactant: [F:1][C:2]1[CH:10]=[C:9]2[C:5]([CH2:6][C:7](=[O:11])[NH:8]2)=[N:4][CH:3]=1.[Cl:12][C:13]1[C:14]([F:21])=[C:15]([CH:18]=[CH:19][CH:20]=1)[CH:16]=O.N1CCCCC1. The catalyst class is: 5. (3) Reactant: [Cl:1][C:2]1[N:3]=[C:4](Cl)[C:5]2[C:10]([C:11]#[N:12])=[CH:9][N:8]([CH2:13][O:14][CH2:15][CH2:16][Si:17]([CH3:20])([CH3:19])[CH3:18])[C:6]=2[N:7]=1.[OH:22][CH:23]1[CH2:26][CH:25]([NH:27][C:28](=[O:34])[O:29][C:30]([CH3:33])([CH3:32])[CH3:31])[CH2:24]1.C[Si]([N-][Si](C)(C)C)(C)C.[K+]. Product: [Cl:1][C:2]1[N:3]=[C:4]([O:22][CH:23]2[CH2:24][CH:25]([NH:27][C:28](=[O:34])[O:29][C:30]([CH3:32])([CH3:31])[CH3:33])[CH2:26]2)[C:5]2[C:10]([C:11]#[N:12])=[CH:9][N:8]([CH2:13][O:14][CH2:15][CH2:16][Si:17]([CH3:20])([CH3:19])[CH3:18])[C:6]=2[N:7]=1. The catalyst class is: 1.